Dataset: Peptide-MHC class I binding affinity with 185,985 pairs from IEDB/IMGT. Task: Regression. Given a peptide amino acid sequence and an MHC pseudo amino acid sequence, predict their binding affinity value. This is MHC class I binding data. (1) The peptide sequence is GAWCYDYTV. The MHC is HLA-B46:01 with pseudo-sequence HLA-B46:01. The binding affinity (normalized) is 0.0847. (2) The peptide sequence is IMAIGIVSI. The MHC is HLA-A02:03 with pseudo-sequence HLA-A02:03. The binding affinity (normalized) is 0.760. (3) The peptide sequence is AFASRGNHV. The binding affinity (normalized) is 0.207. The MHC is Patr-A0701 with pseudo-sequence Patr-A0701. (4) The peptide sequence is ISFFFVNF. The MHC is H-2-Db with pseudo-sequence H-2-Db. The binding affinity (normalized) is 0.489. (5) The peptide sequence is LMARRARSL. The MHC is HLA-B40:01 with pseudo-sequence HLA-B40:01. The binding affinity (normalized) is 0.213.